Regression. Given a peptide amino acid sequence and an MHC pseudo amino acid sequence, predict their binding affinity value. This is MHC class I binding data. From a dataset of Peptide-MHC class I binding affinity with 185,985 pairs from IEDB/IMGT. (1) The peptide sequence is QAYAAPQLF. The MHC is HLA-B07:02 with pseudo-sequence HLA-B07:02. The binding affinity (normalized) is 0.213. (2) The peptide sequence is FVGLSPTVWL. The MHC is HLA-A03:01 with pseudo-sequence HLA-A03:01. The binding affinity (normalized) is 0.113.